This data is from Peptide-MHC class I binding affinity with 185,985 pairs from IEDB/IMGT. The task is: Regression. Given a peptide amino acid sequence and an MHC pseudo amino acid sequence, predict their binding affinity value. This is MHC class I binding data. The peptide sequence is KWDLIISDMY. The MHC is HLA-A29:02 with pseudo-sequence HLA-A29:02. The binding affinity (normalized) is 0.489.